Dataset: Forward reaction prediction with 1.9M reactions from USPTO patents (1976-2016). Task: Predict the product of the given reaction. Given the reactants C(OC(=O)[NH:7][CH2:8][CH2:9][CH2:10][CH2:11][CH2:12][CH2:13][CH2:14][CH2:15][CH2:16][CH2:17][CH2:18][C:19](=[O:26])[NH:20][C:21]1[NH:22][CH:23]=[CH:24][N:25]=1)(C)(C)C.[ClH:28].O1CCOCC1, predict the reaction product. The product is: [ClH:28].[ClH:28].[NH:22]1[CH:23]=[CH:24][N:25]=[C:21]1[NH:20][C:19](=[O:26])[CH2:18][CH2:17][CH2:16][CH2:15][CH2:14][CH2:13][CH2:12][CH2:11][CH2:10][CH2:9][CH2:8][NH2:7].